From a dataset of Reaction yield outcomes from USPTO patents with 853,638 reactions. Predict the reaction yield, written as a fraction of the theoretical maximum amount of product (1.0 means a 100% yield; for example, 0.34 means a 34% yield). (1) The reactants are [OH-].[NH3:2].[Br:3][C:4]1[CH:5]=[CH:6][CH:7]=[C:8]2[C:13]=1[N:12]=[C:11]([Cl:14])[N:10]=[C:9]2Cl. The catalyst is C1COCC1.CC(=O)OCC. The product is [Br:3][C:4]1[CH:5]=[CH:6][CH:7]=[C:8]2[C:13]=1[N:12]=[C:11]([Cl:14])[N:10]=[C:9]2[NH2:2]. The yield is 0.835. (2) The reactants are Cl[C:2]1[N:7]=[C:6]([C:8]2[S:12][C:11]([C:13]([CH3:16])([CH3:15])[CH3:14])=[N:10][C:9]=2[C:17]2[C:18]([F:35])=[C:19]([NH:23][S:24]([C:27]3[CH:32]=[C:31]([F:33])[CH:30]=[CH:29][C:28]=3[F:34])(=[O:26])=[O:25])[CH:20]=[CH:21][CH:22]=2)[CH:5]=[CH:4][N:3]=1. The catalyst is CCO.CO.[Pd]. The product is [CH3:16][C:13]([C:11]1[S:12][C:8]([C:6]2[CH:5]=[CH:4][N:3]=[CH:2][N:7]=2)=[C:9]([C:17]2[C:18]([F:35])=[C:19]([NH:23][S:24]([C:27]3[CH:32]=[C:31]([F:33])[CH:30]=[CH:29][C:28]=3[F:34])(=[O:25])=[O:26])[CH:20]=[CH:21][CH:22]=2)[N:10]=1)([CH3:14])[CH3:15]. The yield is 0.960. (3) The reactants are [O:1]=[C:2]1[O:6][CH2:5][N:4]([C:7]([O:9][CH2:10][CH:11]2[C:23]3[CH:22]=[CH:21][CH:20]=[CH:19][C:18]=3[C:17]3[C:12]2=[CH:13][CH:14]=[CH:15][CH:16]=3)=[O:8])[C@H:3]1[CH2:24][O:25][C:26]1[CH:27]=[C:28]([CH3:32])[CH:29]=[CH:30][CH:31]=1.C([SiH](CC)CC)C.C(O)(C(F)(F)F)=O.N#N. The catalyst is C(Cl)(Cl)Cl.CCOC(C)=O. The product is [CH:22]1[C:23]2[CH:11]([CH2:10][O:9][C:7]([N:4]([CH3:5])[C@@H:3]([CH2:24][O:25][C:26]3[CH:27]=[C:28]([CH3:32])[CH:29]=[CH:30][CH:31]=3)[C:2]([OH:6])=[O:1])=[O:8])[C:12]3[C:17](=[CH:16][CH:15]=[CH:14][CH:13]=3)[C:18]=2[CH:19]=[CH:20][CH:21]=1. The yield is 0.610. (4) The reactants are C([O:3][C:4]([C:6]1[CH:7]=[C:8]2[C:13](=[CH:14][CH:15]=1)[NH:12][CH:11]([C:16]1[CH:17]=[C:18]([C:23]3[CH:28]=[CH:27][C:26]([C:29]([CH3:32])([CH3:31])[CH3:30])=[CH:25][CH:24]=3)[CH:19]=[C:20]([F:22])[CH:21]=1)[C:10]([CH3:34])([CH3:33])[CH2:9]2)=[O:5])C.Cl. The catalyst is C(O)C.O1CCCC1.[OH-].[Na+].O. The product is [C:29]([C:26]1[CH:25]=[CH:24][C:23]([C:18]2[CH:19]=[C:20]([F:22])[CH:21]=[C:16]([CH:11]3[C:10]([CH3:34])([CH3:33])[CH2:9][C:8]4[C:13](=[CH:14][CH:15]=[C:6]([C:4]([OH:5])=[O:3])[CH:7]=4)[NH:12]3)[CH:17]=2)=[CH:28][CH:27]=1)([CH3:32])([CH3:30])[CH3:31]. The yield is 0.800. (5) The reactants are Cl[C:2]1[N:7]=[CH:6][C:5]([O:8][C:9]2[CH:14]=[CH:13][C:12]([S:15]([NH:18][C:19]3[S:20][CH:21]=[CH:22][N:23]=3)(=[O:17])=[O:16])=[CH:11][C:10]=2[F:24])=[C:4]([C:25]2[N:29]([CH3:30])[N:28]=[CH:27][CH:26]=2)[CH:3]=1.[N:31]1[CH:36]=[CH:35][CH:34]=[C:33](B(O)O)[CH:32]=1.C([O-])([O-])=O.[Na+].[Na+].O. The catalyst is CN(C)C=O.C1C=CC([P]([Pd]([P](C2C=CC=CC=2)(C2C=CC=CC=2)C2C=CC=CC=2)([P](C2C=CC=CC=2)(C2C=CC=CC=2)C2C=CC=CC=2)[P](C2C=CC=CC=2)(C2C=CC=CC=2)C2C=CC=CC=2)(C2C=CC=CC=2)C2C=CC=CC=2)=CC=1. The product is [F:24][C:10]1[CH:11]=[C:12]([S:15]([NH:18][C:19]2[S:20][CH:21]=[CH:22][N:23]=2)(=[O:17])=[O:16])[CH:13]=[CH:14][C:9]=1[O:8][C:5]1[C:4]([C:25]2[N:29]([CH3:30])[N:28]=[CH:27][CH:26]=2)=[CH:3][C:2]([C:33]2[CH:32]=[N:31][CH:36]=[CH:35][CH:34]=2)=[N:7][CH:6]=1. The yield is 0.450. (6) The reactants are [Cl:1][C:2]1[CH:3]=[C:4]([OH:11])[CH:5]=[C:6]([N+:8]([O-:10])=[O:9])[CH:7]=1.[CH:12]1(O)[CH2:17][CH2:16][CH2:15][CH2:14][CH2:13]1.CCOC(/N=N/C(OCC)=O)=O.C1(C)C=CC=CC=1.C1C=CC(P(C2C=CC=CC=2)C2C=CC=CC=2)=CC=1. The catalyst is C1COCC1. The product is [Cl:1][C:2]1[CH:7]=[C:6]([N+:8]([O-:10])=[O:9])[CH:5]=[C:4]([O:11][CH:12]2[CH2:17][CH2:16][CH2:15][CH2:14][CH2:13]2)[CH:3]=1. The yield is 0.610. (7) The product is [C:13]1([CH2:12][N:6]2[CH2:5][CH:4]([NH2:3])[C:8]3([CH2:9][CH2:10]3)[CH2:7]2)[CH:14]=[CH:15][CH:16]=[CH:17][CH:18]=1. The reactants are CO/[N:3]=[C:4]1\[CH2:5][N:6]([CH2:12][C:13]2[CH:18]=[CH:17][CH:16]=[CH:15][CH:14]=2)[C:7](=O)[C:8]2\1[CH2:10][CH2:9]2.[H-].[Al+3].[Li+].[H-].[H-].[H-].[OH-].[Na+]. The catalyst is C1COCC1. The yield is 0.970. (8) The reactants are [NH2:1][C:2]1[N:7]([CH2:8][CH2:9][NH2:10])[C:6](=[O:11])[CH:5]=[C:4]([CH2:12][CH2:13][C:14]2[CH:19]=[CH:18][CH:17]=[C:16]([C:20]3[O:21][CH:22]=[CH:23][CH:24]=3)[CH:15]=2)[N:3]=1.[C:25](O)([C:27](F)(F)F)=[O:26].C(N(CC)CC)C.C(Cl)(=O)C. The catalyst is C(Cl)Cl.CN(C=O)C. The product is [NH2:1][C:2]1[N:7]([CH2:8][CH2:9][NH:10][C:25](=[O:26])[CH3:27])[C:6](=[O:11])[CH:5]=[C:4]([CH2:12][CH2:13][C:14]2[CH:19]=[CH:18][CH:17]=[C:16]([C:20]3[O:21][CH:22]=[CH:23][CH:24]=3)[CH:15]=2)[N:3]=1. The yield is 0.770. (9) The reactants are [CH3:1][C:2]1[CH:3]=[C:4]([Br:9])[CH:5]=[C:6]([CH3:8])[CH:7]=1.C1C(=O)N([Br:17])C(=O)C1. The catalyst is C(Cl)(Cl)(Cl)Cl.[W].C(OOC(=O)C1C=CC=CC=1)(=O)C1C=CC=CC=1. The product is [Br:9][C:4]1[CH:5]=[C:6]([CH3:8])[CH:7]=[C:2]([CH2:1][Br:17])[CH:3]=1. The yield is 0.720.